Predict the reactants needed to synthesize the given product. From a dataset of Full USPTO retrosynthesis dataset with 1.9M reactions from patents (1976-2016). (1) Given the product [F:36][C:30]1[C:31]([F:35])=[CH:32][CH:33]=[C:34]2[C:29]=1[CH2:28][CH2:27][N:26]2[C:24]([C:22]1[CH:23]=[CH:18][N:19]=[C:20]([N:1]2[CH2:2][CH2:3][CH:4]([N:7]3[C:15]4[C:10](=[N:11][CH:12]=[CH:13][CH:14]=4)[NH:9][C:8]3=[O:16])[CH2:5][CH2:6]2)[CH:21]=1)=[O:25], predict the reactants needed to synthesize it. The reactants are: [NH:1]1[CH2:6][CH2:5][CH:4]([N:7]2[C:15]3[C:10](=[N:11][CH:12]=[CH:13][CH:14]=3)[NH:9][C:8]2=[O:16])[CH2:3][CH2:2]1.Cl[C:18]1[CH:23]=[C:22]([C:24]([N:26]2[C:34]3[C:29](=[C:30]([F:36])[C:31]([F:35])=[CH:32][CH:33]=3)[CH2:28][CH2:27]2)=[O:25])[CH:21]=[CH:20][N:19]=1.C(=O)([O-])[O-].[K+].[K+]. (2) Given the product [C:9]([O:13][C:14]([N:16]1[CH2:17][C:18]([O:22][S:30]([C:33]([F:36])([F:35])[F:34])(=[O:32])=[O:31])=[CH:19][CH2:20][CH2:21]1)=[O:15])([CH3:12])([CH3:10])[CH3:11], predict the reactants needed to synthesize it. The reactants are: [Li+].CC([N-]C(C)C)C.[C:9]([O:13][C:14]([N:16]1[CH2:21][CH2:20][CH2:19][C:18](=[O:22])[CH2:17]1)=[O:15])([CH3:12])([CH3:11])[CH3:10].C1C=CC(N([S:30]([C:33]([F:36])([F:35])[F:34])(=[O:32])=[O:31])[S:30]([C:33]([F:36])([F:35])[F:34])(=[O:32])=[O:31])=CC=1. (3) Given the product [C:10]([CH:12]1[CH2:13][CH2:14][N:15]([CH2:18][C:19]([N:26]([CH2:25][CH2:24][O:23][CH3:22])[CH2:27][C:28]2[NH:29][C:30](=[O:38])[C:31]3[CH2:37][O:36][CH2:35][CH2:34][C:32]=3[N:33]=2)=[O:21])[CH2:16][CH2:17]1)(=[O:11])[C:40]1[CH:39]=[CH:14][CH:13]=[CH:12][CH:10]=1, predict the reactants needed to synthesize it. The reactants are: C1(C2[O:11][C:10]([CH:12]3[CH2:17][CH2:16][N:15]([CH2:18][C:19]([OH:21])=O)[CH2:14][CH2:13]3)=NN=2)C=CC=CC=1.[CH3:22][O:23][CH2:24][CH2:25][NH:26][CH2:27][C:28]1[NH:29][C:30](=[O:38])[C:31]2[CH2:37][O:36][CH2:35][CH2:34][C:32]=2[N:33]=1.[C:39](#N)[CH3:40]. (4) Given the product [C:1]1([C:13]2[CH:18]=[C:17]([C:19]([O:21][CH3:22])=[O:20])[CH:16]=[C:15]([O:23][CH2:24][C:25]3[CH:26]=[CH:27][CH:28]=[CH:29][CH:30]=3)[N:14]=2)[CH:6]=[CH:5][CH:4]=[CH:3][CH:2]=1, predict the reactants needed to synthesize it. The reactants are: [C:1]1(B(O)O)[CH:6]=[CH:5][CH:4]=[CH:3][CH:2]=1.[F-].[K+].Cl[C:13]1[CH:18]=[C:17]([C:19]([O:21][CH3:22])=[O:20])[CH:16]=[C:15]([O:23][CH2:24][C:25]2[CH:30]=[CH:29][CH:28]=[CH:27][CH:26]=2)[N:14]=1. (5) Given the product [CH3:23][C:17]1[CH:18]=[C:19]([CH3:22])[CH:20]=[CH:21][C:16]=1[N:11]([CH2:12][CH:13]([CH3:15])[CH3:14])[S:8]([C:5]1[CH:6]=[CH:7][C:2]([CH:25]=[CH2:26])=[CH:3][CH:4]=1)(=[O:10])=[O:9], predict the reactants needed to synthesize it. The reactants are: Br[C:2]1[CH:7]=[CH:6][C:5]([S:8]([N:11]([C:16]2[CH:21]=[CH:20][C:19]([CH3:22])=[CH:18][C:17]=2[CH3:23])[CH2:12][CH:13]([CH3:15])[CH3:14])(=[O:10])=[O:9])=[CH:4][CH:3]=1.[B-](F)(F)(F)[CH:25]=[CH2:26].[K+].C1(P(C2C=CC=CC=2)C2C=CC=CC=2)C=CC=CC=1.C(=O)([O-])[O-].[Cs+].[Cs+]. (6) Given the product [Br:3][C:15]1[CH:16]=[CH:17][C:12]2[CH2:11][CH2:10][N:9]([C:19](=[O:24])[C:20]([F:23])([F:22])[F:21])[CH2:8][CH:7]([CH3:6])[C:13]=2[N:14]=1, predict the reactants needed to synthesize it. The reactants are: P(Br)(Br)([Br:3])=O.[CH3:6][CH:7]1[C:13]2[NH:14][C:15](=O)[CH:16]=[CH:17][C:12]=2[CH2:11][CH2:10][N:9]([C:19](=[O:24])[C:20]([F:23])([F:22])[F:21])[CH2:8]1. (7) The reactants are: CN1CCCC1=O.[CH3:8][C:9]1[N:14]=[C:13]([C:15]2[CH:16]=[N:17][N:18]([CH3:23])[C:19]=2[C:20]([OH:22])=O)[C:12]([CH3:24])=[CH:11][N:10]=1.Cl.[F:26][C:27]1[C:28]([NH2:42])=[CH:29][C:30]2[N:31]([N:33]=[C:34]([C:36]3[CH:41]=[CH:40][CH:39]=[CH:38][CH:37]=3)[N:35]=2)[CH:32]=1.C(N(C(C)C)CC)(C)C. Given the product [CH3:8][C:9]1[N:14]=[C:13]([C:15]2[CH:16]=[N:17][N:18]([CH3:23])[C:19]=2[C:20]([NH:42][C:28]2[C:27]([F:26])=[CH:32][N:31]3[N:33]=[C:34]([C:36]4[CH:41]=[CH:40][CH:39]=[CH:38][CH:37]=4)[N:35]=[C:30]3[CH:29]=2)=[O:22])[C:12]([CH3:24])=[CH:11][N:10]=1, predict the reactants needed to synthesize it.